Dataset: Full USPTO retrosynthesis dataset with 1.9M reactions from patents (1976-2016). Task: Predict the reactants needed to synthesize the given product. (1) Given the product [F:23][C:24]1[CH:31]=[CH:30][C:27]([CH:28]2[C:15]3[C:16](=[CH:20][CH:21]=[CH:22][C:14]=3[O:13][CH3:12])[C:17](=[O:19])[O:18]2)=[CH:26][CH:25]=1, predict the reactants needed to synthesize it. The reactants are: [Li]N1C(C)(C)CCCC1(C)C.[CH3:12][O:13][C:14]1[CH:15]=[C:16]([CH:20]=[CH:21][CH:22]=1)[C:17]([OH:19])=[O:18].[F:23][C:24]1[CH:31]=[CH:30][C:27]([CH:28]=O)=[CH:26][CH:25]=1. (2) Given the product [CH2:26]([O:25][C:22]1[CH:23]=[C:24]2[C:19](=[CH:20][C:21]=1[O:28][CH2:29][CH3:30])[N:18]=[CH:17][C:16]([C:31]([NH2:33])=[O:32])=[C:15]2[NH:1][C:2]1[CH:11]=[CH:10][CH:9]=[C:8]2[C:3]=1[C:4]([CH3:13])=[CH:5][NH:6][C:7]2=[O:12])[CH3:27], predict the reactants needed to synthesize it. The reactants are: [NH2:1][C:2]1[CH:11]=[CH:10][CH:9]=[C:8]2[C:3]=1[C:4]([CH3:13])=[CH:5][NH:6][C:7]2=[O:12].Cl[C:15]1[C:24]2[C:19](=[CH:20][C:21]([O:28][CH2:29][CH3:30])=[C:22]([O:25][CH2:26][CH3:27])[CH:23]=2)[N:18]=[CH:17][C:16]=1[C:31]([NH2:33])=[O:32]. (3) Given the product [CH:9]1([O:8][C:4]2[CH:5]=[CH:6][CH:7]=[C:2]([Br:1])[CH:3]=2)[CH2:11][CH2:10]1, predict the reactants needed to synthesize it. The reactants are: [Br:1][C:2]1[CH:3]=[C:4]([OH:8])[CH:5]=[CH:6][CH:7]=1.[CH:9]1(Br)[CH2:11][CH2:10]1.[I-].[Na+].C([O-])([O-])=O.[Cs+].[Cs+]. (4) Given the product [CH:2]([C:3]1[CH:8]=[C:7]([C:9]([O:11][CH2:12][CH3:13])=[O:10])[CH:6]=[CH:5][C:4]=1[C:14]1[CH:19]=[CH:18][CH:17]=[CH:16][CH:15]=1)=[O:24], predict the reactants needed to synthesize it. The reactants are: Br[CH2:2][C:3]1[CH:8]=[C:7]([C:9]([O:11][CH2:12][CH3:13])=[O:10])[CH:6]=[CH:5][C:4]=1[C:14]1[CH:19]=[CH:18][CH:17]=[CH:16][CH:15]=1.C[N+]1([O-])CC[O:24]CC1.O.